From a dataset of Reaction yield outcomes from USPTO patents with 853,638 reactions. Predict the reaction yield, written as a fraction of the theoretical maximum amount of product (1.0 means a 100% yield; for example, 0.34 means a 34% yield). (1) The yield is 0.740. The product is [CH:3]([C:6]1[CH:7]=[CH:8][C:9]([CH:12]2[C:16]3[CH:17]=[CH:18][C:19]([O:21][CH2:30][C:29]4[CH:32]=[CH:33][C:26]([O:25][CH3:24])=[CH:27][CH:28]=4)=[CH:20][C:15]=3[O:14][C:13]2([CH3:23])[CH3:22])=[CH:10][CH:11]=1)([CH3:5])[CH3:4]. The catalyst is CN(C)C=O. The reactants are [H-].[Na+].[CH:3]([C:6]1[CH:11]=[CH:10][C:9]([CH:12]2[C:16]3[CH:17]=[CH:18][C:19]([OH:21])=[CH:20][C:15]=3[O:14][C:13]2([CH3:23])[CH3:22])=[CH:8][CH:7]=1)([CH3:5])[CH3:4].[CH3:24][O:25][C:26]1[CH:33]=[CH:32][C:29]([CH2:30]Cl)=[CH:28][CH:27]=1.O. (2) The reactants are [Cl-].O[NH3+:3].[C:4](=[O:7])([O-])[OH:5].[Na+].CS(C)=O.[CH2:13]([C:17]1[N:18]=[C:19]([CH3:48])[N:20]([CH2:39][C:40]2[CH:41]=[N:42][C:43]([CH2:46][CH3:47])=[CH:44][CH:45]=2)[C:21](=[O:38])[C:22]=1[CH2:23][C:24]1[CH:29]=[CH:28][C:27]([C:30]2[C:31]([C:36]#[N:37])=[CH:32][CH:33]=[CH:34][CH:35]=2)=[CH:26][CH:25]=1)[CH2:14][CH2:15][CH3:16]. The catalyst is C(OCC)(=O)C. The product is [CH2:13]([C:17]1[N:18]=[C:19]([CH3:48])[N:20]([CH2:39][C:40]2[CH:41]=[N:42][C:43]([CH2:46][CH3:47])=[CH:44][CH:45]=2)[C:21](=[O:38])[C:22]=1[CH2:23][C:24]1[CH:25]=[CH:26][C:27]([C:30]2[CH:35]=[CH:34][CH:33]=[CH:32][C:31]=2[C:36]2[NH:3][C:4](=[O:7])[O:5][N:37]=2)=[CH:28][CH:29]=1)[CH2:14][CH2:15][CH3:16]. The yield is 0.360. (3) The reactants are [Br:1][C:2]1[CH:10]=[CH:9][C:5]2[O:6][CH2:7][O:8][C:4]=2[CH:3]=1.[Cl:11]N1C(=O)CCC1=O. The catalyst is C(#N)C. The product is [Br:1][C:2]1[CH:10]=[C:9]([Cl:11])[C:5]2[O:6][CH2:7][O:8][C:4]=2[CH:3]=1. The yield is 0.890. (4) The reactants are Cl[CH2:2][CH2:3][CH2:4][O:5][C:6]1[CH:18]=[CH:17][C:9]([CH2:10][N:11]2[CH2:16][CH2:15][CH2:14][CH2:13][CH2:12]2)=[CH:8][CH:7]=1.[NH:19]1[CH2:24][CH2:23][CH2:22][CH2:21][CH2:20]1.C(=O)([O-])[O-].[Na+].[Na+].[I-].[K+]. The catalyst is C(O)CCC.O. The product is [NH3:11].[CH3:4][OH:5].[N:11]1([CH2:10][C:9]2[CH:17]=[CH:18][C:6]([O:5][CH2:4][CH2:3][CH2:2][N:19]3[CH2:24][CH2:23][CH2:22][CH2:21][CH2:20]3)=[CH:7][CH:8]=2)[CH2:16][CH2:15][CH2:14][CH2:13][CH2:12]1. The yield is 0.0500. (5) The reactants are [NH:1]1[CH2:6][CH2:5][NH:4][CH2:3][CH2:2]1.F[C:8]1[CH:9]=[C:10]([N+:14]([O-:16])=[O:15])[CH:11]=[CH:12][CH:13]=1. The catalyst is CS(C)=O.O. The product is [N+:14]([C:10]1[CH:9]=[C:8]([N:1]2[CH2:6][CH2:5][NH:4][CH2:3][CH2:2]2)[CH:13]=[CH:12][CH:11]=1)([O-:16])=[O:15]. The yield is 0.650. (6) The reactants are [Br:1][C:2]1[CH:6]=[CH:5][NH:4][CH:3]=1.[H-].[Na+].Cl[CH2:10][CH2:11][N:12]1[CH2:16][CH2:15][CH2:14][CH2:13]1. The catalyst is CN(C=O)C. The product is [Br:1][C:2]1[CH:6]=[CH:5][N:4]([CH2:10][CH2:11][N:12]2[CH2:16][CH2:15][CH2:14][CH2:13]2)[CH:3]=1. The yield is 0.310. (7) The reactants are CON(C)[C:4](=[O:12])[C:5]1[CH:10]=[CH:9][N:8]=[C:7]([CH3:11])[CH:6]=1.[CH:14]1([Mg]Br)[CH2:16][CH2:15]1.[NH4+].[Cl-]. The catalyst is C1COCC1. The product is [CH:14]1([C:4]([C:5]2[CH:10]=[CH:9][N:8]=[C:7]([CH3:11])[CH:6]=2)=[O:12])[CH2:16][CH2:15]1. The yield is 0.670. (8) The reactants are [CH2:1]([S:3]([N:6]1[CH2:11][CH2:10][CH:9]([C:12]2[C:20]3[C:15](=[C:16]([C:35]([NH2:37])=[O:36])[CH:17]=[C:18]([C:21]4[CH:25]=[C:24]([CH2:26][N:27]5[CH2:31][CH2:30][CH2:29][CH:28]5[CH2:32][CH2:33][CH3:34])[S:23][CH:22]=4)[CH:19]=3)[NH:14][CH:13]=2)[CH2:8][CH2:7]1)(=[O:5])=[O:4])[CH3:2].[CH2:38](C1CCCN1)CC. No catalyst specified. The product is [CH2:1]([S:3]([N:6]1[CH2:11][CH2:10][CH:9]([C:12]2[C:20]3[C:15](=[C:16]([C:35]([NH2:37])=[O:36])[CH:17]=[C:18]([C:21]4[CH:25]=[C:24]([CH2:26][N:27]5[CH2:31][CH2:30][CH2:29][CH:28]5[CH2:32][CH:33]([CH3:38])[CH3:34])[S:23][CH:22]=4)[CH:19]=3)[NH:14][CH:13]=2)[CH2:8][CH2:7]1)(=[O:4])=[O:5])[CH3:2]. The yield is 0.216. (9) The reactants are [NH2:1][C:2]1[N:7]=[C:6]([NH2:8])[CH:5]=[C:4]([OH:9])[N:3]=1.Cl[CH2:11][CH:12]=O.C([O-])(=O)C.[Na+].CN(C=O)C. The catalyst is O. The product is [NH2:1][C:2]1[NH:3][C:4](=[O:9])[C:5]2[CH:12]=[CH:11][NH:8][C:6]=2[N:7]=1. The yield is 0.520. (10) The reactants are [Cl:1][C:2]1[CH:26]=[C:25]([Cl:27])[CH:24]=[CH:23][C:3]=1[CH2:4][N:5]1[C:9](/[CH:10]=[CH:11]/[C:12]([O:14][CH2:15][CH3:16])=[O:13])=[CH:8][C:7]([C:17]2[CH:22]=[CH:21][CH:20]=[CH:19][CH:18]=2)=[N:6]1. The yield is 0.600. The catalyst is [C].[Pd].O1CCCC1. The product is [Cl:1][C:2]1[CH:26]=[C:25]([Cl:27])[CH:24]=[CH:23][C:3]=1[CH2:4][N:5]1[C:9]([CH2:10][CH2:11][C:12]([O:14][CH2:15][CH3:16])=[O:13])=[CH:8][C:7]([C:17]2[CH:18]=[CH:19][CH:20]=[CH:21][CH:22]=2)=[N:6]1.